From a dataset of Full USPTO retrosynthesis dataset with 1.9M reactions from patents (1976-2016). Predict the reactants needed to synthesize the given product. (1) Given the product [CH3:37][N:3]1[CH2:4][CH2:5][CH2:6][C:7]2[O:11][C:10]3[CH:12]=[C:13]([N:16]4[CH:21]=[CH:20][C:19]([O:22][CH2:23][C:24]5[CH:29]=[CH:28][CH:27]=[C:26]([C:30]([F:32])([F:33])[F:31])[N:25]=5)=[CH:18][C:17]4=[O:34])[CH:14]=[CH:15][C:9]=3[C:8]=2[CH2:2]1, predict the reactants needed to synthesize it. The reactants are: Cl.[CH2:2]1[C:8]2[C:9]3[CH:15]=[CH:14][C:13]([N:16]4[CH:21]=[CH:20][C:19]([O:22][CH2:23][C:24]5[CH:29]=[CH:28][CH:27]=[C:26]([C:30]([F:33])([F:32])[F:31])[N:25]=5)=[CH:18][C:17]4=[O:34])=[CH:12][C:10]=3[O:11][C:7]=2[CH2:6][CH2:5][CH2:4][NH:3]1.C=O.[C:37](O[BH-](OC(=O)C)OC(=O)C)(=O)C.[Na+]. (2) Given the product [Na:1].[CH3:35][C:18]1[C:19]([CH2:23][S:24]([C:26]2[NH:27][C:28]3[CH:34]=[CH:33][CH:32]=[CH:31][C:29]=3[N:30]=2)=[O:25])=[N:20][CH:21]=[CH:22][C:17]=1[O:16][CH2:15][CH2:14][C:4]1([CH3:2])[O:13][CH2:12][C:7]2([O:8][CH2:9][CH2:10][O:11]2)[CH2:6][O:5]1, predict the reactants needed to synthesize it. The reactants are: [Na:1].[CH2:2]([C:4]1([CH2:14][CH2:15][O:16][C:17]2[CH:22]=[CH:21][N:20]=[C:19]([CH2:23][S:24]([C:26]3[NH:30][C:29]4[CH:31]=[CH:32][CH:33]=[CH:34][C:28]=4[N:27]=3)=[O:25])[C:18]=2[CH3:35])[O:13][CH2:12][C:7]2([O:11][CH2:10][CH2:9][O:8]2)[CH2:6][O:5]1)C.CC1(CCO)OCC2(OCCO2)CO1.